From a dataset of Catalyst prediction with 721,799 reactions and 888 catalyst types from USPTO. Predict which catalyst facilitates the given reaction. (1) Reactant: [CH2:1]([C:8]1([NH:11][C:12](=[O:15])[CH2:13][CH3:14])[CH2:10][CH2:9]1)[C:2]1[CH:7]=[CH:6][CH:5]=[CH:4][CH:3]=1.[N+:16]([O-])([O-:18])=[O:17].[K+].[OH-].[Na+]. Product: [N+:16]([C:5]1[CH:6]=[CH:7][C:2]([CH2:1][C:8]2([NH:11][C:12](=[O:15])[CH2:13][CH3:14])[CH2:9][CH2:10]2)=[CH:3][CH:4]=1)([O-:18])=[O:17]. The catalyst class is: 82. (2) Reactant: [F:1][C:2]1[CH:3]=[CH:4][C:5]([OH:11])=[C:6]([C:8](=[O:10])[CH3:9])[CH:7]=1.[CH3:12][C:13](=O)[CH3:14].N1CCCC1.CCOC(C)=O. Product: [F:1][C:2]1[CH:7]=[C:6]2[C:5](=[CH:4][CH:3]=1)[O:11][C:13]([CH3:14])([CH3:12])[CH2:9][C:8]2=[O:10]. The catalyst class is: 5.